Dataset: Forward reaction prediction with 1.9M reactions from USPTO patents (1976-2016). Task: Predict the product of the given reaction. (1) Given the reactants [Li]CCCC.[CH3:6][C:7]1[S:8][CH:9]=[CH:10][CH:11]=1.C([O:15][B:16](OC(C)C)[O:17]C(C)C)(C)C, predict the reaction product. The product is: [CH3:6][C:7]1[S:8][C:9]([B:16]([OH:17])[OH:15])=[CH:10][CH:11]=1. (2) Given the reactants C([O:4][C@@H:5]([CH3:29])[CH2:6][CH2:7][CH2:8][CH2:9][N:10]1[C:19](=[O:20])[C:18]2[N:17]([CH2:21][C:22]3[CH:27]=[CH:26][CH:25]=[CH:24][CH:23]=3)[CH:16]=[N:15][C:14]=2[N:13]([CH3:28])[C:11]1=[O:12])(=O)C.Cl, predict the reaction product. The product is: [OH:4][C@@H:5]([CH3:29])[CH2:6][CH2:7][CH2:8][CH2:9][N:10]1[C:19](=[O:20])[C:18]2[N:17]([CH2:21][C:22]3[CH:27]=[CH:26][CH:25]=[CH:24][CH:23]=3)[CH:16]=[N:15][C:14]=2[N:13]([CH3:28])[C:11]1=[O:12]. (3) Given the reactants C[Si](Cl)(C)C.[Pb](I)I.I[CH2:10]I.[Br:12][C:13]1[CH:18]=[CH:17][C:16]([CH2:19][C:20]([C:22]2[N:23]([S:32]([N:35]([CH3:37])[CH3:36])(=[O:34])=[O:33])[CH:24]=[C:25]([CH2:27][C:28]([CH3:31])([CH3:30])[CH3:29])[N:26]=2)=O)=[CH:15][CH:14]=1, predict the reaction product. The product is: [Br:12][C:13]1[CH:18]=[CH:17][C:16]([CH2:19][C:20]([C:22]2[N:23]([S:32]([N:35]([CH3:37])[CH3:36])(=[O:34])=[O:33])[CH:24]=[C:25]([CH2:27][C:28]([CH3:31])([CH3:30])[CH3:29])[N:26]=2)=[CH2:10])=[CH:15][CH:14]=1. (4) Given the reactants [H-].[Na+].[C:3]([O:11]CC)(=[O:10])[CH2:4][C:5](OCC)=O.BrC[C:16]1[CH:21]=[CH:20][CH:19]=[CH:18][C:17]=1[N+:22]([O-:24])=[O:23], predict the reaction product. The product is: [N+:22]([C:17]1[CH:18]=[CH:19][CH:20]=[CH:21][C:16]=1[CH2:5][CH2:4][C:3]([OH:11])=[O:10])([O-:24])=[O:23]. (5) Given the reactants [F:1][C:2]1[CH:7]=[CH:6][C:5]([S:8]([N:11]2[C:20]3[C:15](=[CH:16][C:17]([C:21]([OH:30])([C:26]([F:29])([F:28])[F:27])[C:22]([F:25])([F:24])[F:23])=[CH:18][CH:19]=3)[CH2:14][CH2:13][CH:12]2[CH2:31]C(O)=O)(=[O:10])=[O:9])=[CH:4][CH:3]=1.C([N:37]([CH2:40]C)CC)C.C1(P(N=[N+]=[N-])(C2C=CC=CC=2)=[O:49])C=CC=CC=1.[CH:59]1([NH2:62])[CH2:61][CH2:60]1, predict the reaction product. The product is: [CH:59]1([NH:62][C:40]([NH:37][CH2:31][CH:12]2[CH2:13][CH2:14][C:15]3[C:20](=[CH:19][CH:18]=[C:17]([C:21]([OH:30])([C:22]([F:23])([F:25])[F:24])[C:26]([F:27])([F:28])[F:29])[CH:16]=3)[N:11]2[S:8]([C:5]2[CH:6]=[CH:7][C:2]([F:1])=[CH:3][CH:4]=2)(=[O:9])=[O:10])=[O:49])[CH2:61][CH2:60]1. (6) Given the reactants C[O:2][C:3](=[O:23])[C:4]1[CH:9]=[C:8]([O:10][C:11]2[CH:16]=[CH:15][CH:14]=[CH:13][C:12]=2[NH2:17])[CH:7]=[CH:6][C:5]=1[NH:18][C:19](=[O:22])[CH2:20][CH3:21].CO[C:26](=O)[C:27]1C=C(SC2C=CC=CC=2N)C=C[C:28]=1NC(=O)CC, predict the reaction product. The product is: [C:19]([NH:18][C:5]1[CH:6]=[CH:7][C:8]([O:10][C:11]2[CH:16]=[CH:15][CH:14]=[CH:13][C:12]=2[NH:17][CH2:26][CH2:27][CH3:28])=[CH:9][C:4]=1[C:3]([OH:2])=[O:23])(=[O:22])[CH2:20][CH3:21]. (7) The product is: [Cl:1][C:2]1[CH:7]=[CH:6][C:5]([CH:8]([C:26]2[CH:27]=[CH:28][C:29]([Cl:32])=[CH:30][CH:31]=2)[C:9]2[CH:10]=[C:11]3[C:16](=[CH:17][CH:18]=2)[N:15]=[N:14][CH:13]=[C:12]3[NH:19][CH:20]2[CH2:21][CH2:22][N:23]([S:41]([C:44]3[S:48][C:47]([C:49]([O:51][CH3:52])=[O:50])=[CH:46][CH:45]=3)(=[O:42])=[O:43])[CH2:24][CH2:25]2)=[CH:4][CH:3]=1. Given the reactants [Cl:1][C:2]1[CH:7]=[CH:6][C:5]([CH:8]([C:26]2[CH:31]=[CH:30][C:29]([Cl:32])=[CH:28][CH:27]=2)[C:9]2[CH:10]=[C:11]3[C:16](=[CH:17][CH:18]=2)[N:15]=[N:14][CH:13]=[C:12]3[NH:19][CH:20]2[CH2:25][CH2:24][NH:23][CH2:22][CH2:21]2)=[CH:4][CH:3]=1.C(N(CC)CC)C.Cl[S:41]([C:44]1[S:48][C:47]([C:49]([O:51][CH3:52])=[O:50])=[CH:46][CH:45]=1)(=[O:43])=[O:42], predict the reaction product. (8) Given the reactants FC(F)(F)C(O)=O.[Cl:8][C:9]1[N:13]=[CH:12][N:11]([C:14]2[CH:19]=[CH:18][C:17]([NH:20][C:21]3[N:37]=[C:24]4[CH:25]([C:30]5[CH:35]=[CH:34][C:33]([F:36])=[CH:32][CH:31]=5)[CH2:26][CH2:27][CH2:28][CH2:29][N:23]4[N:22]=3)=[CH:16][C:15]=2[O:38][CH3:39])[N:10]=1.CO, predict the reaction product. The product is: [Cl:8][C:9]1[N:13]=[CH:12][N:11]([C:14]2[CH:19]=[CH:18][C:17]([NH:20][C:21]3[N:37]=[C:24]4[C@@H:25]([C:30]5[CH:35]=[CH:34][C:33]([F:36])=[CH:32][CH:31]=5)[CH2:26][CH2:27][CH2:28][CH2:29][N:23]4[N:22]=3)=[CH:16][C:15]=2[O:38][CH3:39])[N:10]=1. (9) Given the reactants [C:1]1([OH:7])[CH:6]=[CH:5][CH:4]=[CH:3][CH:2]=1.C([O-])([O-])=O.[K+].[K+].[CH2:14]([O:16][C:17]([C:19]1[CH:20]=[N:21][N:22]([CH3:25])[C:23]=1Br)=[O:18])[CH3:15].C(O)(=O)CC(CC(O)=O)(C(O)=O)O, predict the reaction product. The product is: [CH2:14]([O:16][C:17]([C:19]1[CH:20]=[N:21][N:22]([CH3:25])[C:23]=1[O:7][C:1]1[CH:6]=[CH:5][CH:4]=[CH:3][CH:2]=1)=[O:18])[CH3:15].